From a dataset of Blood-brain barrier permeability classification from the B3DB database. Regression/Classification. Given a drug SMILES string, predict its absorption, distribution, metabolism, or excretion properties. Task type varies by dataset: regression for continuous measurements (e.g., permeability, clearance, half-life) or binary classification for categorical outcomes (e.g., BBB penetration, CYP inhibition). Dataset: b3db_classification. (1) The molecule is Nc1nc(Cl)nc2c1ncn2C1CC(O)C(CO)O1. The result is 1 (penetrates BBB). (2) The compound is COc1ccc2c3c1O[C@H]1C(=O)CC[C@H]4[C@@H](C2)N(C)CC[C@]314. The result is 1 (penetrates BBB). (3) The drug is CC[C@@]1(O)C[C@H](O[C@H]2C[C@H](N3CCOCC3)[C@H](O)[C@H](C)O2)c2c(O)c3c(c(O)c2[C@H]1O)C(=O)c1cccc(O)c1C3=O. The result is 1 (penetrates BBB). (4) The compound is CC1=C(/C=C/C(C)=C/C=C/C(C)=C\C(=O)O)C(C)(C)CCC1. The result is 1 (penetrates BBB). (5) The compound is COc1ccc2c3c1O[C@@H]1C(=O)CC[C@]4(O)[C@H](C2)N(C)CC[C@@]314. The result is 1 (penetrates BBB). (6) The compound is CC(C)(C)c1ccc(C(=O)CCCN2CCC(OC(c3ccccc3)c3ccccc3)CC2)cc1. The result is 0 (does not penetrate BBB). (7) The compound is CC1(C)O[C@@H]2C[C@H]3C4C[C@H](F)C5=CC(=O)C=C[C@]5(C)[C@@]4(Cl)[C@@H](Cl)C[C@]3(C)[C@]2(C(=O)CF)O1. The result is 1 (penetrates BBB).